The task is: Predict the reactants needed to synthesize the given product.. This data is from Full USPTO retrosynthesis dataset with 1.9M reactions from patents (1976-2016). (1) Given the product [CH3:15][CH:14]([O:13][CH:12]([CH2:10][O:9][C:1]([C:2]1[CH:3]=[CH:4][CH:5]=[CH:6][CH:7]=1)=[O:8])[CH3:26])[CH2:16][O:17][C:18]([C:19]1[CH:20]=[CH:21][CH:22]=[CH:23][CH:24]=1)=[O:25], predict the reactants needed to synthesize it. The reactants are: [C:1]([O:9][CH:10]([CH2:12][O:13][CH:14]([CH2:16][O:17][C:18](=[O:25])[C:19]1[CH:24]=[CH:23][CH:22]=[CH:21][CH:20]=1)[CH3:15])C)(=[O:8])[C:2]1[CH:7]=[CH:6][CH:5]=[CH:4][CH:3]=1.[CH2:26](O[Si](OCC)(OCC)OCC)C.[OH-].[Na+]. (2) Given the product [CH:17]([N:14]1[CH2:15][CH2:16][N:11]([C:9]([C@@H:7]2[CH2:8][C@H:6]2[C:4]([OH:5])=[O:3])=[O:10])[CH2:12][CH2:13]1)([C:24]1[CH:25]=[CH:26][CH:27]=[CH:28][CH:29]=1)[C:18]1[CH:23]=[CH:22][CH:21]=[CH:20][CH:19]=1, predict the reactants needed to synthesize it. The reactants are: C([O:3][C:4]([C@@H:6]1[CH2:8][C@H:7]1[C:9]([N:11]1[CH2:16][CH2:15][N:14]([CH:17]([C:24]2[CH:29]=[CH:28][CH:27]=[CH:26][CH:25]=2)[C:18]2[CH:23]=[CH:22][CH:21]=[CH:20][CH:19]=2)[CH2:13][CH2:12]1)=[O:10])=[O:5])C.[OH-].[Li+]. (3) Given the product [NH2:18][C:15]1[CH:14]=[CH:13][C:12]([C:9]2[N:8]([C:19]3[CH:24]=[CH:23][C:22]([C:25](=[O:27])[NH2:26])=[CH:21][C:20]=3[CH3:28])[C:7]([CH2:6][CH2:5][C:4]([OH:29])=[O:3])=[CH:11][CH:10]=2)=[CH:17][CH:16]=1, predict the reactants needed to synthesize it. The reactants are: C([O:3][C:4](=[O:29])[CH2:5][CH2:6][C:7]1[N:8]([C:19]2[CH:24]=[CH:23][C:22]([C:25](=[O:27])[NH2:26])=[CH:21][C:20]=2[CH3:28])[C:9]([C:12]2[CH:17]=[CH:16][C:15]([NH2:18])=[CH:14][CH:13]=2)=[CH:10][CH:11]=1)C.[OH-].[Na+]. (4) Given the product [Br:1][C:2]1[C:11]([NH2:12])=[CH:10][C:5]2[O:6][CH2:7][CH2:8][O:9][C:4]=2[CH:3]=1, predict the reactants needed to synthesize it. The reactants are: [Br:1][C:2]1[C:11]([N+:12]([O-])=O)=[CH:10][C:5]2[O:6][CH2:7][CH2:8][O:9][C:4]=2[CH:3]=1.C(O)(=O)C.C(O)C.